This data is from Reaction yield outcomes from USPTO patents with 853,638 reactions. The task is: Predict the reaction yield, written as a fraction of the theoretical maximum amount of product (1.0 means a 100% yield; for example, 0.34 means a 34% yield). The reactants are Br[C:2]1[C:3](=[O:14])[O:4][C:5]2[C:10]([C:11]=1[CH3:12])=[CH:9][CH:8]=[C:7]([OH:13])[CH:6]=2.[O:15]1[CH2:20][CH2:19][N:18]([CH2:21][CH2:22][NH:23][C:24]([C:26]2[CH:31]=[CH:30][C:29](B(O)O)=[CH:28][CH:27]=2)=[O:25])[CH2:17][CH2:16]1. The catalyst is C(OC(O)C)C.O.CC([O-])=O.CC([O-])=O.[Pd+2].COC1C=CC=C(OC)C=1C1C=CC=CC=1P(C1CCCCC1)C1CCCCC1. The product is [OH:13][C:7]1[CH:6]=[C:5]2[C:10]([C:11]([CH3:12])=[C:2]([C:29]3[CH:30]=[CH:31][C:26]([C:24]([NH:23][CH2:22][CH2:21][N:18]4[CH2:19][CH2:20][O:15][CH2:16][CH2:17]4)=[O:25])=[CH:27][CH:28]=3)[C:3](=[O:14])[O:4]2)=[CH:9][CH:8]=1. The yield is 0.910.